This data is from Catalyst prediction with 721,799 reactions and 888 catalyst types from USPTO. The task is: Predict which catalyst facilitates the given reaction. (1) Reactant: [CH2:1]([NH:4][CH2:5][C:6]1[CH:7]=[CH:8][CH:9]=[C:10]2[C:14]=1[NH:13][CH:12]=[CH:11]2)[CH:2]=[CH2:3].[C:15](O[C:15]([O:17][C:18]([CH3:21])([CH3:20])[CH3:19])=[O:16])([O:17][C:18]([CH3:21])([CH3:20])[CH3:19])=[O:16]. Product: [C:18]([O:17][C:15]([N:4]([CH2:1][CH:2]=[CH2:3])[CH2:5][C:6]1[CH:7]=[CH:8][CH:9]=[C:10]2[C:14]=1[NH:13][CH:12]=[CH:11]2)=[O:16])([CH3:21])([CH3:20])[CH3:19]. The catalyst class is: 54. (2) Reactant: CCCP(=O)=O.[CH:7]1([C:10]2[C:11]([NH2:25])=[CH:12][C:13]3[N:14]([CH:16]=[C:17]([C:19]4[CH:24]=[CH:23][CH:22]=[CH:21][CH:20]=4)[N:18]=3)[CH:15]=2)[CH2:9][CH2:8]1.[N:26]1([C:30]([C:32]2[CH:36]=[N:35][N:34]([CH3:37])[C:33]=2[C:38](O)=[O:39])=[O:31])[CH2:29][CH2:28][CH2:27]1.C(N(CC)C(C)C)(C)C. Product: [CH:7]1([C:10]2[C:11]([NH:25][C:38]([C:33]3[N:34]([CH3:37])[N:35]=[CH:36][C:32]=3[C:30]([N:26]3[CH2:29][CH2:28][CH2:27]3)=[O:31])=[O:39])=[CH:12][C:13]3[N:14]([CH:16]=[C:17]([C:19]4[CH:20]=[CH:21][CH:22]=[CH:23][CH:24]=4)[N:18]=3)[CH:15]=2)[CH2:9][CH2:8]1. The catalyst class is: 13. (3) Reactant: C[O:2][C:3]([C:5]1[CH2:11][CH2:10][O:9][C:8]2[CH:12]=[CH:13][CH:14]=[CH:15][C:7]=2[CH:6]=1)=[O:4].[OH-].[Na+]. Product: [O:9]1[CH2:10][CH2:11][C:5]([C:3]([OH:4])=[O:2])=[CH:6][C:7]2[CH:15]=[CH:14][CH:13]=[CH:12][C:8]1=2. The catalyst class is: 5. (4) Reactant: [C:1](Cl)(=[O:5])C(Cl)=O.[C:7]1([C@H:13]([N:15]2[C:19](=[O:20])[CH2:18][C@@H:17]([C:21]([OH:23])=O)[CH2:16]2)[CH3:14])[CH:12]=[CH:11][CH:10]=[CH:9][CH:8]=1.[CH2:24]([N:26](CC)CC)C. Product: [CH3:24][N:26]([O:5][CH3:1])[C:21]([C@@H:17]1[CH2:18][C:19](=[O:20])[N:15]([C@@H:13]([C:7]2[CH:8]=[CH:9][CH:10]=[CH:11][CH:12]=2)[CH3:14])[CH2:16]1)=[O:23]. The catalyst class is: 204. (5) Reactant: [C:1]1([C:26]2[CH:31]=[CH:30][CH:29]=[CH:28][CH:27]=2)[CH:6]=[CH:5][C:4]([CH2:7][C:8]2[C:15]([C:16]#[N:17])=[C:14]([O:18]C(C)C)[C:13]([O:22]C(C)C)=[CH:12][C:9]=2[C:10]#[N:11])=[CH:3][CH:2]=1.B(Br)(Br)Br.CO. Product: [C:1]1([C:26]2[CH:31]=[CH:30][CH:29]=[CH:28][CH:27]=2)[CH:2]=[CH:3][C:4]([CH2:7][C:8]2[C:15]([C:16]#[N:17])=[C:14]([OH:18])[C:13]([OH:22])=[CH:12][C:9]=2[C:10]#[N:11])=[CH:5][CH:6]=1. The catalyst class is: 2. (6) Reactant: [Br-].[CH2:2]([N+:9]1[CH:14]=[CH:13][C:12]([C:15]2[C:24]3[C:19](=[CH:20][CH:21]=[CH:22][CH:23]=3)[C:18](=[O:25])[NH:17][CH:16]=2)=[CH:11][CH:10]=1)[C:3]1[CH:8]=[CH:7][CH:6]=[CH:5][CH:4]=1.[BH4-].[Na+]. Product: [CH2:2]([N:9]1[CH2:10][CH:11]=[C:12]([C:15]2[C:24]3[C:19](=[CH:20][CH:21]=[CH:22][CH:23]=3)[C:18](=[O:25])[NH:17][CH:16]=2)[CH2:13][CH2:14]1)[C:3]1[CH:8]=[CH:7][CH:6]=[CH:5][CH:4]=1. The catalyst class is: 5. (7) Reactant: [C:1]1([OH:7])[CH:6]=[CH:5][CH:4]=[CH:3][CH:2]=1.C(=O)([O-])[O-].[K+].[K+].Br[CH2:15][C:16]([O:18][CH2:19][CH3:20])=[O:17].CCOCC. Product: [CH2:19]([O:18][C:16](=[O:17])[CH2:15][O:7][C:1]1[CH:6]=[CH:5][CH:4]=[CH:3][CH:2]=1)[CH3:20]. The catalyst class is: 3.